Predict the reactants needed to synthesize the given product. From a dataset of Full USPTO retrosynthesis dataset with 1.9M reactions from patents (1976-2016). The reactants are: [CH3:1][O:2][C:3](=[O:17])[CH2:4][O:5][C:6]1[CH:15]=[CH:14][C:13]([SH:16])=[C:12]2[C:7]=1[CH2:8][CH2:9][CH2:10][O:11]2.[Cl:18][C:19]1[CH:24]=[CH:23][C:22]([Cl:25])=[CH:21][C:20]=1[CH2:26][O:27][C:28]1[CH:33]=[CH:32][C:31]([CH2:34]Cl)=[CH:30][CH:29]=1. Given the product [CH3:1][O:2][C:3](=[O:17])[CH2:4][O:5][C:6]1[CH:15]=[CH:14][C:13]([S:16][CH2:34][C:31]2[CH:30]=[CH:29][C:28]([O:27][CH2:26][C:20]3[CH:21]=[C:22]([Cl:25])[CH:23]=[CH:24][C:19]=3[Cl:18])=[CH:33][CH:32]=2)=[C:12]2[C:7]=1[CH2:8][CH2:9][CH2:10][O:11]2, predict the reactants needed to synthesize it.